This data is from Full USPTO retrosynthesis dataset with 1.9M reactions from patents (1976-2016). The task is: Predict the reactants needed to synthesize the given product. Given the product [Cl:27][C:7]1[CH:8]=[CH:9][C:10]2[C:11]3[N:15]=[C:14]([C:16]4[C:21]([F:22])=[CH:20][CH:19]=[CH:18][C:17]=4[Cl:23])[NH:13][C:12]=3[C:24]3[C:4](=[CH:3][C:2]([C:44](=[O:43])[CH3:45])=[CH:26][CH:25]=3)[C:5]=2[CH:6]=1, predict the reactants needed to synthesize it. The reactants are: Br[C:2]1[CH:3]=[C:4]2[C:24](=[CH:25][CH:26]=1)[C:12]1[NH:13][C:14]([C:16]3[C:21]([F:22])=[CH:20][CH:19]=[CH:18][C:17]=3[Cl:23])=[N:15][C:11]=1[C:10]1[CH:9]=[CH:8][C:7]([Cl:27])=[CH:6][C:5]2=1.C(C([Sn][O:43][CH2:44][CH3:45])=C(CCCC)CCCC)CCC.